This data is from TCR-epitope binding with 47,182 pairs between 192 epitopes and 23,139 TCRs. The task is: Binary Classification. Given a T-cell receptor sequence (or CDR3 region) and an epitope sequence, predict whether binding occurs between them. (1) The epitope is RLRAEAQVK. The TCR CDR3 sequence is CASSNSASGGRQETQYF. Result: 0 (the TCR does not bind to the epitope). (2) The epitope is LLWNGPMAV. The TCR CDR3 sequence is CASSVAGGYEQYF. Result: 1 (the TCR binds to the epitope). (3) The epitope is LLFNKVTLA. The TCR CDR3 sequence is CASSLGWEYNEQFF. Result: 0 (the TCR does not bind to the epitope). (4) The epitope is SEETGTLIV. The TCR CDR3 sequence is CSVDVGTGPGYTF. Result: 1 (the TCR binds to the epitope). (5) The epitope is KLPDDFTGCV. The TCR CDR3 sequence is CASFGFGTEAFF. Result: 1 (the TCR binds to the epitope). (6) The epitope is TLDSKTQSL. The TCR CDR3 sequence is CASSSPDRVISGNTIYF. Result: 1 (the TCR binds to the epitope). (7) The epitope is KLPDDFTGCV. The TCR CDR3 sequence is CASSHLSSGGYDEQFF. Result: 1 (the TCR binds to the epitope). (8) The epitope is VLQAVGACV. The TCR CDR3 sequence is CASSLQAHEAFF. Result: 0 (the TCR does not bind to the epitope). (9) The epitope is ITEEVGHTDLMAAY. The TCR CDR3 sequence is CASSLRNPYEQYF. Result: 1 (the TCR binds to the epitope). (10) The epitope is SSTFNVPMEKLK. The TCR CDR3 sequence is CASRDGTSGKYNEQFF. Result: 0 (the TCR does not bind to the epitope).